This data is from Catalyst prediction with 721,799 reactions and 888 catalyst types from USPTO. The task is: Predict which catalyst facilitates the given reaction. Reactant: [C:1]([C:4]1[CH:9]=[CH:8][CH:7]=[CH:6][CH:5]=1)(=O)[CH3:2].[C:10]([O:17][CH2:18][CH3:19])(=[O:16])[C:10]([O:17][CH2:18][CH3:19])=[O:16].[CH3:20]C(C)([O-])C.[K+].[N+:26]([C:29]1[CH:34]=[CH:33][C:32]([NH:35][NH2:36])=[CH:31][CH:30]=1)([O-:28])=[O:27].C(O)(=O)C. Product: [N+:26]([C:29]1[CH:30]=[CH:31][C:32]([N:35]2[C:1]([C:4]3[CH:9]=[CH:8][CH:7]=[CH:6][CH:5]=3)=[C:2]([C:10]([O:17][CH2:18][CH3:19])=[O:16])[CH:20]=[N:36]2)=[CH:33][CH:34]=1)([O-:28])=[O:27]. The catalyst class is: 14.